From a dataset of Full USPTO retrosynthesis dataset with 1.9M reactions from patents (1976-2016). Predict the reactants needed to synthesize the given product. (1) Given the product [C:16]1([C:14]([C:22]2[CH:27]=[CH:26][CH:25]=[CH:24][CH:23]=2)([CH3:15])[CH2:13][NH:12][C:10]2[C:9]3[C:4](=[CH:5][CH:6]=[CH:7][CH:8]=3)[N:3]=[C:2]([C:36]3[CH:35]=[CH:34][C:33]([NH:32][S:29]([CH3:28])(=[O:30])=[O:31])=[CH:38][CH:37]=3)[N:11]=2)[CH:21]=[CH:20][CH:19]=[CH:18][CH:17]=1, predict the reactants needed to synthesize it. The reactants are: Cl[C:2]1[N:11]=[C:10]([NH:12][CH2:13][C:14]([C:22]2[CH:27]=[CH:26][CH:25]=[CH:24][CH:23]=2)([C:16]2[CH:21]=[CH:20][CH:19]=[CH:18][CH:17]=2)[CH3:15])[C:9]2[C:4](=[CH:5][CH:6]=[CH:7][CH:8]=2)[N:3]=1.[CH3:28][S:29]([NH:32][C:33]1[CH:38]=[CH:37][C:36](B(O)O)=[CH:35][CH:34]=1)(=[O:31])=[O:30].C1(C(C2C=CC=CN=2)CNC2C3C(=CC=CC=3)N=C(C3C=CC(NS(C)(=O)=O)=CC=3)N=2)C=CC=CC=1. (2) Given the product [CH3:44][O:45][C:46](=[O:52])[CH:47]([O:51][C:21]1[CH:43]=[CH:42][C:24]2[C:25]3[N:29]([CH2:30][CH2:31][O:32][C:23]=2[CH:22]=1)[CH:28]=[C:27]([C:33]1[N:34]([CH:39]([CH3:41])[CH3:40])[N:35]=[C:36]([CH3:38])[N:37]=1)[N:26]=3)[CH2:48][CH2:49][Br:50], predict the reactants needed to synthesize it. The reactants are: C(OC(N1CCC(C(O[C:21]2[CH:43]=[CH:42][C:24]3[C:25]4[N:29]([CH2:30][CH2:31][O:32][C:23]=3[CH:22]=2)[CH:28]=[C:27]([C:33]2[N:34]([CH:39]([CH3:41])[CH3:40])[N:35]=[C:36]([CH3:38])[N:37]=2)[N:26]=4)CC)CC1)=O)C1C=CC=CC=1.[CH3:44][O:45][C:46](=[O:52])[CH:47]([OH:51])[CH2:48][CH2:49][Br:50].C1(P(C2C=CC=CC=2)C2C=CC=CC=2)C=CC=CC=1.CC(OC(/N=N/C(OC(C)C)=O)=O)C. (3) Given the product [CH2:1]([N:8]1[CH2:12][CH2:11][CH:10]([CH3:14])[C:9]1=[O:13])[C:2]1[CH:7]=[CH:6][CH:5]=[CH:4][CH:3]=1, predict the reactants needed to synthesize it. The reactants are: [CH2:1]([N:8]1[CH2:12][CH2:11][CH2:10][C:9]1=[O:13])[C:2]1[CH:7]=[CH:6][CH:5]=[CH:4][CH:3]=1.[CH:14]([N-]C(C)C)(C)C.[Li+].IC.[Cl-].[NH4+]. (4) Given the product [Cl:27][C:28]1[CH:29]=[C:30]([CH:33]=[CH:34][CH:35]=1)[CH2:31][N:11]1[CH2:12][CH2:13][N:8]([CH2:14][C:15]2[N:16]=[N:17][C:18]3[C:19](=[C:21]([NH2:26])[N:22]=[C:23]([NH2:25])[N:24]=3)[N:20]=2)[CH2:9][CH2:10]1, predict the reactants needed to synthesize it. The reactants are: OC(C(F)(F)F)=O.[N:8]1([CH2:14][C:15]2[N:16]=[N:17][C:18]3[C:19](=[C:21]([NH2:26])[N:22]=[C:23]([NH2:25])[N:24]=3)[N:20]=2)[CH2:13][CH2:12][NH:11][CH2:10][CH2:9]1.[Cl:27][C:28]1[CH:29]=[C:30]([CH:33]=[CH:34][CH:35]=1)[CH2:31]Cl.C(=O)([O-])[O-].[K+].[K+].CC#N.O. (5) The reactants are: [C-:1]#[N:2].[K+].[F:4][C:5]1[CH:6]=[CH:7][C:8]([C:13]([F:16])([F:15])[F:14])=[C:9]([CH:12]=1)[CH2:10]Br.O. Given the product [F:4][C:5]1[CH:6]=[CH:7][C:8]([C:13]([F:16])([F:15])[F:14])=[C:9]([CH2:10][C:1]#[N:2])[CH:12]=1, predict the reactants needed to synthesize it. (6) Given the product [CH3:26][O:3][CH:4]([CH3:24])[CH2:5][N:6]1[CH2:11][CH2:10][N:9]2[N:12]=[C:13]([CH2:15][O:16][C:17]3[CH:18]=[CH:19][CH:20]=[CH:21][CH:22]=3)[CH:14]=[C:8]2[C:7]1=[O:23], predict the reactants needed to synthesize it. The reactants are: [H-].[Na+].[OH:3][CH:4]([CH3:24])[CH2:5][N:6]1[CH2:11][CH2:10][N:9]2[N:12]=[C:13]([CH2:15][O:16][C:17]3[CH:22]=[CH:21][CH:20]=[CH:19][CH:18]=3)[CH:14]=[C:8]2[C:7]1=[O:23].I[CH3:26]. (7) Given the product [F:19][C:13]([F:18])([C:10]1[CH:11]=[CH:12][C:7]([NH:6][C:4](=[O:5])[C:3]2[CH:20]=[CH:21][CH:22]=[N:23][C:2]=2[NH:1][CH2:30][C:27]2[CH:28]=[CH:29][N:24]=[CH:25][N:26]=2)=[CH:8][CH:9]=1)[C:14]([F:15])([F:16])[F:17], predict the reactants needed to synthesize it. The reactants are: [NH2:1][C:2]1[N:23]=[CH:22][CH:21]=[CH:20][C:3]=1[C:4]([NH:6][C:7]1[CH:12]=[CH:11][C:10]([C:13]([F:19])([F:18])[C:14]([F:17])([F:16])[F:15])=[CH:9][CH:8]=1)=[O:5].[N:24]1[CH:29]=[CH:28][C:27]([CH:30]=O)=[N:26][CH:25]=1.[BH4-].[Na+].